Dataset: NCI-60 drug combinations with 297,098 pairs across 59 cell lines. Task: Regression. Given two drug SMILES strings and cell line genomic features, predict the synergy score measuring deviation from expected non-interaction effect. (1) Drug 1: CCCS(=O)(=O)NC1=C(C(=C(C=C1)F)C(=O)C2=CNC3=C2C=C(C=N3)C4=CC=C(C=C4)Cl)F. Drug 2: CC1=C(C(CCC1)(C)C)C=CC(=CC=CC(=CC(=O)O)C)C. Cell line: PC-3. Synergy scores: CSS=5.83, Synergy_ZIP=-0.127, Synergy_Bliss=3.87, Synergy_Loewe=3.11, Synergy_HSA=2.49. (2) Drug 1: CN(C)C1=NC(=NC(=N1)N(C)C)N(C)C. Drug 2: CCCCC(=O)OCC(=O)C1(CC(C2=C(C1)C(=C3C(=C2O)C(=O)C4=C(C3=O)C=CC=C4OC)O)OC5CC(C(C(O5)C)O)NC(=O)C(F)(F)F)O. Cell line: A549. Synergy scores: CSS=-6.08, Synergy_ZIP=0.663, Synergy_Bliss=-2.90, Synergy_Loewe=-7.54, Synergy_HSA=-6.90. (3) Drug 1: C1=C(C(=O)NC(=O)N1)N(CCCl)CCCl. Drug 2: B(C(CC(C)C)NC(=O)C(CC1=CC=CC=C1)NC(=O)C2=NC=CN=C2)(O)O. Cell line: SF-268. Synergy scores: CSS=33.7, Synergy_ZIP=-8.26, Synergy_Bliss=-7.13, Synergy_Loewe=-7.01, Synergy_HSA=-8.51. (4) Drug 1: CS(=O)(=O)CCNCC1=CC=C(O1)C2=CC3=C(C=C2)N=CN=C3NC4=CC(=C(C=C4)OCC5=CC(=CC=C5)F)Cl. Drug 2: C(=O)(N)NO. Cell line: HT29. Synergy scores: CSS=-1.43, Synergy_ZIP=2.67, Synergy_Bliss=4.67, Synergy_Loewe=-0.678, Synergy_HSA=-0.488. (5) Drug 1: C1CN1P(=S)(N2CC2)N3CC3. Drug 2: C1C(C(OC1N2C=NC3=C2NC=NCC3O)CO)O. Cell line: SK-MEL-28. Synergy scores: CSS=8.39, Synergy_ZIP=-2.46, Synergy_Bliss=0.218, Synergy_Loewe=-0.0840, Synergy_HSA=0.231. (6) Drug 1: COC1=CC(=CC(=C1O)OC)C2C3C(COC3=O)C(C4=CC5=C(C=C24)OCO5)OC6C(C(C7C(O6)COC(O7)C8=CC=CS8)O)O. Drug 2: B(C(CC(C)C)NC(=O)C(CC1=CC=CC=C1)NC(=O)C2=NC=CN=C2)(O)O. Cell line: M14. Synergy scores: CSS=29.1, Synergy_ZIP=-5.76, Synergy_Bliss=0.119, Synergy_Loewe=1.16, Synergy_HSA=0.630.